This data is from Experimentally validated miRNA-target interactions with 360,000+ pairs, plus equal number of negative samples. The task is: Binary Classification. Given a miRNA mature sequence and a target amino acid sequence, predict their likelihood of interaction. (1) The miRNA is hsa-miR-7704 with sequence CGGGGUCGGCGGCGACGUG. Result: 1 (interaction). The protein sequence of the target gene is MEQANPLRPDGESKGGVLAHLERLETQVSRSRKQSEELQSVQAQEGALGTKIHKLRRLRDELRAVVRHRRASVKACIANVEPNQTVEINEQEALEEKLENVKAILQAYHFTGLSGKLTSRGVCVCISTAFEGNLLDSYFVDLVIQKPLRIHHHSVPVFIPLEEIAAKYLQTNIQHFLFSLCEYLNAYSGRKYQADRLQSDFAALLTGPLQRNPLCNLLSFTYKLDPGGQSFPFCARLLYKDLTATLPTDVTVTCQGVEVLSTSWEEQRASHETLFCTKPLHQVFASFTRKGEKLDMSLVS.... (2) The miRNA is hsa-miR-6795-5p with sequence UGGGGGGACAGGAUGAGAGGCUGU. The protein sequence of the target gene is MAAPPQPVTHLIFDMDGLLLDTERLYSVVFQEICNRYDKKYSWDVKSLVMGKKALEAAQIIIDVLQLPMSKEELVEESQTKLKEVFPTAALMPGAEKLIIHLRKHGIPFALATSSGSASFDMKTSRHKEFFSLFSHIVLGDDPEVQHGKPDPDIFLACAKRFSPPPAMEKCLVFEDAPNGVEAALAAGMQVVMVPDGNLSRDLTTKATLVLNSLQDFQPELFGLPSYE. Result: 0 (no interaction). (3) The miRNA is hsa-miR-935 with sequence CCAGUUACCGCUUCCGCUACCGC. The protein sequence of the target gene is MACLLETPIRMSVLSEVTASSRHYVDRLFDPDPQKVLQGVIDMKNAVIGNNKQKANLIVLGAVPRLLYLLQQETSSTELKTECAVVLGSLAMGTENNVKSLLDCHIIPALLQGLLSPDLKFIEACLRCLRTIFTSPVTPEELLYTDATVIPHLMALLSRSRYTQEYICQIFSHCCKGPDHQTILFNHGAVQNIAHLLTSPSYKVRMQALKCFSVLAFENPQVSMTLVNVLVDGELLPQIFVKMLQRDKPIEMQLTSAKCLTYMCRAGAIRTDDSCIVLKTLPCLVRMCSKERLLEERVEG.... Result: 0 (no interaction). (4) The miRNA is hsa-miR-6888-3p with sequence AUCUGUCUCGAUUGUUUCCAG. The protein sequence of the target gene is MASMQKRLQKELLALQNDPPPGMTLNEKSVQNSITQWIVDMEGAPGTLYEGEKFQLLFKFSSRYPFDSPQVMFTGENIPVHPHVYSNGHICLSILTEDWSPALSVQSVCLSIISMLSSCKEKRRPPDNSFYVRTCNKNPKKTKWWYHDDTC. Result: 1 (interaction).